This data is from Forward reaction prediction with 1.9M reactions from USPTO patents (1976-2016). The task is: Predict the product of the given reaction. (1) Given the reactants N1C=CC=CC=1.[S:15](O[S:15]([C:18]([F:21])([F:20])[F:19])(=[O:17])=[O:16])([C:18]([F:21])([F:20])[F:19])(=[O:17])=[O:16].[Cl:22][C:23]1([CH:30]=[CH:29][CH:28]=[CH:27][C:25]1([Cl:31])O)O, predict the reaction product. The product is: [Cl:22][C:23]1[CH:30]=[C:29]([S:15]([C:18]([F:21])([F:20])[F:19])(=[O:17])=[O:16])[C:28]([S:15]([C:18]([F:19])([F:20])[F:21])(=[O:16])=[O:17])=[CH:27][C:25]=1[Cl:31]. (2) Given the reactants [F:1][C:2]([F:13])([F:12])[C:3]1[CH:4]=[C:5]([N:9]=[C:10]=[O:11])[CH:6]=[CH:7][CH:8]=1.[NH2:14][C@@H:15]([C:31]([CH3:34])([CH3:33])[CH3:32])[C:16]([NH:18][C@H:19]1[CH2:23][CH2:22][N:21]([CH2:24][C:25]2[CH:30]=[CH:29][CH:28]=[CH:27][CH:26]=2)[CH2:20]1)=[O:17], predict the reaction product. The product is: [CH2:24]([N:21]1[CH2:22][CH2:23][C@H:19]([NH:18][C:16](=[O:17])[C@@H:15]([NH:14][C:10]([NH:9][C:5]2[CH:6]=[CH:7][CH:8]=[C:3]([C:2]([F:12])([F:13])[F:1])[CH:4]=2)=[O:11])[C:31]([CH3:32])([CH3:34])[CH3:33])[CH2:20]1)[C:25]1[CH:26]=[CH:27][CH:28]=[CH:29][CH:30]=1. (3) The product is: [C:1]([C:3]1[CH:4]=[CH:5][C:6]([O:26][CH3:27])=[C:7]([C:9]2[C:10]([NH:14][C:15]([C:17]3[CH:18]=[N:19][N:20]4[CH:25]=[CH:24][CH:23]=[N:22][C:21]=34)=[O:16])=[CH:11][N:12]([CH2:28][C:29]([OH:32])([CH3:31])[CH3:30])[N:13]=2)[CH:8]=1)#[N:2]. Given the reactants [C:1]([C:3]1[CH:4]=[CH:5][C:6]([O:26][CH3:27])=[C:7]([C:9]2[NH:13][N:12]=[CH:11][C:10]=2[NH:14][C:15]([C:17]2[CH:18]=[N:19][N:20]3[CH:25]=[CH:24][CH:23]=[N:22][C:21]=23)=[O:16])[CH:8]=1)#[N:2].[CH3:28][C:29]1([O:32][CH2:31]1)[CH3:30].C(=O)([O-])[O-].[Cs+].[Cs+], predict the reaction product. (4) The product is: [OH:28][CH2:27][C:26]1[CH:25]=[CH:24][C:23]([CH2:22][N:14]([CH2:15][C:16]2[CH:21]=[CH:20][CH:19]=[CH:18][N:17]=2)[C:12](=[O:13])[O:11][C:7]([CH3:9])([CH3:10])[CH3:8])=[CH:31][CH:30]=1. Given the reactants [H-].[Al+3].[Li+].[H-].[H-].[H-].[C:7]([O:11][C:12]([N:14]([CH2:22][C:23]1[CH:31]=[CH:30][C:26]([C:27]([O-])=[O:28])=[CH:25][CH:24]=1)[CH2:15][C:16]1[CH:21]=[CH:20][CH:19]=[CH:18][N:17]=1)=[O:13])([CH3:10])([CH3:9])[CH3:8].O.[OH-].[Na+], predict the reaction product. (5) Given the reactants [CH3:1][O:2][C:3]([C:5]1[C:13]2[C:8](=[CH:9][C:10](Br)=[CH:11][CH:12]=2)[N:7]([CH3:15])[CH:6]=1)=[O:4].[OH:16][CH:17]1[CH2:22][CH2:21][NH:20][CH2:19][CH2:18]1.N1CCC[C@H]1C(O)=O.C(=O)([O-])[O-].[K+].[K+], predict the reaction product. The product is: [CH3:1][O:2][C:3]([C:5]1[C:13]2[C:8](=[CH:9][C:10]([N:20]3[CH2:21][CH2:22][CH:17]([OH:16])[CH2:18][CH2:19]3)=[CH:11][CH:12]=2)[N:7]([CH3:15])[CH:6]=1)=[O:4]. (6) Given the reactants [N:1]1[CH:6]=[CH:5][CH:4]=[CH:3][C:2]=1[C:7]1[O:8][C:9]2[CH2:10][NH:11][CH2:12][CH2:13][C:14]=2[N:15]=1.C([O-])([O-])=O.[K+].[K+].Br[CH2:23][C:24]1[CH:25]=[C:26]([CH:29]=[CH:30][CH:31]=1)[C:27]#[N:28], predict the reaction product. The product is: [N:1]1[CH:6]=[CH:5][CH:4]=[CH:3][C:2]=1[C:7]1[O:8][C:9]2[CH2:10][N:11]([CH2:23][C:24]3[CH:25]=[C:26]([CH:29]=[CH:30][CH:31]=3)[C:27]#[N:28])[CH2:12][CH2:13][C:14]=2[N:15]=1.